Predict the reactants needed to synthesize the given product. From a dataset of Full USPTO retrosynthesis dataset with 1.9M reactions from patents (1976-2016). (1) Given the product [I:1][C:2]1[CH:7]=[CH:6][C:5]([NH:8][CH3:14])=[C:4]([N+:9]([O-:11])=[O:10])[CH:3]=1, predict the reactants needed to synthesize it. The reactants are: [I:1][C:2]1[CH:7]=[CH:6][C:5]([NH2:8])=[C:4]([N+:9]([O-:11])=[O:10])[CH:3]=1.[H-].[Na+].[CH3:14]N(C=O)C.IC. (2) Given the product [CH3:31][O:30][C:3]1[CH:4]=[C:5]([CH:28]=[CH:29][C:2]=1[O:1][CH2:33][N:34]1[CH2:39][CH2:38][CH2:37][CH2:36][CH2:35]1)[CH2:6][N:7]([CH2:20][CH2:21][C:22]1[CH:27]=[CH:26][CH:25]=[CH:24][N:23]=1)[C:8](=[O:19])[CH2:9][CH2:10][CH2:11][CH2:12][C:13]1[CH:18]=[CH:17][CH:16]=[CH:15][CH:14]=1, predict the reactants needed to synthesize it. The reactants are: [OH:1][C:2]1[CH:29]=[CH:28][C:5]([CH2:6][N:7]([CH2:20][CH2:21][C:22]2[CH:27]=[CH:26][CH:25]=[CH:24][N:23]=2)[C:8](=[O:19])[CH2:9][CH2:10][CH2:11][CH2:12][C:13]2[CH:18]=[CH:17][CH:16]=[CH:15][CH:14]=2)=[CH:4][C:3]=1[O:30][CH3:31].Cl[CH2:33][N:34]1[CH2:39][CH2:38][CH2:37][CH2:36][CH2:35]1.C1OCCOCCOCCOCCOCCOC1.C([O-])([O-])=O.[K+].[K+]. (3) Given the product [CH2:12]([O:11][C:9](=[O:10])[C:8]([CH3:15])([CH3:14])[CH2:7][CH2:6][CH2:5][CH2:4][CH2:3][CH2:2][C:25]([N+:26]#[C-:27])([S:22]([C:19]1[CH:18]=[CH:17][C:16]([CH3:28])=[CH:21][CH:20]=1)(=[O:23])=[O:24])[CH2:2][CH2:3][CH2:4][CH2:5][CH2:6][CH2:7][C:8]([CH3:14])([CH3:15])[C:9]([O:11][CH2:12][CH3:13])=[O:10])[CH3:13], predict the reactants needed to synthesize it. The reactants are: Br[CH2:2][CH2:3][CH2:4][CH2:5][CH2:6][CH2:7][C:8]([CH3:15])([CH3:14])[C:9]([O:11][CH2:12][CH3:13])=[O:10].[C:16]1([CH3:28])[CH:21]=[CH:20][C:19]([S:22]([CH2:25][N+:26]#[C-:27])(=[O:24])=[O:23])=[CH:18][CH:17]=1.[H-].[Na+]. (4) Given the product [C:15]1([N:6]2[C:5]3[C:13](=[CH:14][C:2]([B:34]4[O:35][C:36]([CH3:41])([CH3:42])[C:37]([CH3:39])([CH3:40])[O:38]4)=[C:3]4[CH:24]=[CH:23][CH:22]=[CH:21][C:4]4=3)[C:12]3[C:7]2=[CH:8][CH:9]=[CH:10][CH:11]=3)[CH:16]=[CH:17][CH:18]=[CH:19][CH:20]=1, predict the reactants needed to synthesize it. The reactants are: Br[C:2]1[CH:14]=[C:13]2[C:5]([N:6]([C:15]3[CH:20]=[CH:19][CH:18]=[CH:17][CH:16]=3)[C:7]3[C:12]2=[CH:11][CH:10]=[CH:9][CH:8]=3)=[C:4]2[CH:21]=[CH:22][CH:23]=[CH:24][C:3]=12.[B:34]1([B:34]2[O:38][C:37]([CH3:40])([CH3:39])[C:36]([CH3:42])([CH3:41])[O:35]2)[O:38][C:37]([CH3:40])([CH3:39])[C:36]([CH3:42])([CH3:41])[O:35]1.C([O-])(=O)C.[K+].CN(C)C=O. (5) Given the product [F:1][C:2]1[C:10]2[C:5](=[CH:6][CH:7]=[C:8]([CH:11]3[CH2:16][CH2:15][N:14]([CH2:17][CH2:18][NH:19][CH3:20])[CH2:13][CH2:12]3)[CH:9]=2)[NH:4][C:3]=1[C:28]1[CH:33]=[CH:32][CH:31]=[CH:30][C:29]=1[NH:34][S:35]([CH3:38])(=[O:37])=[O:36], predict the reactants needed to synthesize it. The reactants are: [F:1][C:2]1[C:10]2[C:5](=[CH:6][CH:7]=[C:8]([CH:11]3[CH2:16][CH2:15][N:14]([CH2:17][CH2:18][N:19](C)[C:20](=O)OC(C)(C)C)[CH2:13][CH2:12]3)[CH:9]=2)[NH:4][C:3]=1[C:28]1[CH:33]=[CH:32][CH:31]=[CH:30][C:29]=1[NH:34][S:35]([CH3:38])(=[O:37])=[O:36].C(O)(C(F)(F)F)=O. (6) Given the product [CH3:1][C:2]1[CH:3]=[CH:4][C:5]([S:8]([OH:11])(=[O:10])=[O:9])=[CH:6][CH:7]=1.[CH3:12][C:13]1[N:18]([C:19]2[CH:24]=[CH:23][CH:22]=[C:21]([C:25]([F:27])([F:26])[F:28])[CH:20]=2)[C:17](=[O:29])[C:16]([C:30]([NH:32][CH2:33][C:34]2[CH:39]=[CH:38][C:37]([S:40]([CH3:43])(=[O:42])=[O:41])=[CH:36][N:35]=2)=[O:31])=[CH:15][C:14]=1[C:44]1[N:48]([CH3:49])[N:47]=[CH:46][CH:45]=1.[S:57]([C:54]1[CH:55]=[CH:56][C:51]([CH3:61])=[CH:52][CH:53]=1)([O-:60])(=[O:59])=[O:58], predict the reactants needed to synthesize it. The reactants are: [CH3:1][C:2]1[CH:7]=[CH:6][C:5]([S:8]([OH:11])(=[O:10])=[O:9])=[CH:4][CH:3]=1.[CH3:12][C:13]1[N:18]([C:19]2[CH:24]=[CH:23][CH:22]=[C:21]([C:25]([F:28])([F:27])[F:26])[CH:20]=2)[C:17](=[O:29])[C:16]([C:30]([NH:32][CH2:33][C:34]2[CH:39]=[CH:38][C:37]([S:40]([CH3:43])(=[O:42])=[O:41])=[CH:36][N:35]=2)=[O:31])=[CH:15][C:14]=1[C:44]1[N:48]([CH3:49])[N:47]=[CH:46][CH:45]=1.O.[C:51]1([CH3:61])[CH:56]=[CH:55][C:54]([S:57]([OH:60])(=[O:59])=[O:58])=[CH:53][CH:52]=1. (7) Given the product [Br:1][C:2]1[C:7]([O:16][C@@H:13]([C:12]2[CH:22]=[CH:21][CH:20]=[CH:19][CH:11]=2)[C@H:14]2[O:10][CH2:7][CH2:2][NH:3][CH2:4]2)=[CH:6][CH:5]=[CH:4][N:3]=1, predict the reactants needed to synthesize it. The reactants are: [Br:1][C:2]1(O)[CH:7]=[CH:6][CH:5]=[CH:4][NH:3]1.B.[O:10]1[CH2:14][CH2:13][CH2:12][CH2:11]1.Cl.[OH-:16].[Na+].O1[CH2:22][CH2:21][CH2:20][CH2:19]1. (8) The reactants are: [Si]([O:8][CH2:9][CH2:10][NH:11][CH2:12][C:13]1[NH:14][C:15](=[O:23])[C:16]2[CH2:22][O:21][CH2:20][CH2:19][C:17]=2[N:18]=1)(C(C)(C)C)(C)C.[C:24]1([CH2:30][CH2:31][C:32](Cl)=[O:33])[CH:29]=[CH:28][CH:27]=[CH:26][CH:25]=1.C(N(CC)CC)C.CCCC[N+](CCCC)(CCCC)CCCC.[F-]. Given the product [OH:8][CH2:9][CH2:10][N:11]([CH2:12][C:13]1[NH:14][C:15](=[O:23])[C:16]2[CH2:22][O:21][CH2:20][CH2:19][C:17]=2[N:18]=1)[C:32](=[O:33])[CH2:31][CH2:30][C:24]1[CH:29]=[CH:28][CH:27]=[CH:26][CH:25]=1, predict the reactants needed to synthesize it. (9) Given the product [CH2:1]([C:3]1[C:7]2[NH:8][C:9]([C:11]([O:13][CH2:14][CH3:15])=[O:12])=[CH:10][C:6]=2[O:5][CH:4]=1)[CH3:2], predict the reactants needed to synthesize it. The reactants are: [CH:1]([C:3]1[C:7]2[NH:8][C:9]([C:11]([O:13][CH2:14][CH3:15])=[O:12])=[CH:10][C:6]=2[O:5][CH:4]=1)=[CH2:2]. (10) Given the product [ClH:31].[CH:1]1([CH2:5][N:6]([C@H:7]2[CH2:11][CH2:10][NH:9][CH2:8]2)[C:19](=[O:30])[C:20]2[CH:25]=[CH:24][CH:23]=[CH:22][C:21]=2[C:26]([F:29])([F:28])[F:27])[CH2:4][CH2:3][CH2:2]1, predict the reactants needed to synthesize it. The reactants are: [CH:1]1([CH2:5][N:6]([C:19](=[O:30])[C:20]2[CH:25]=[CH:24][CH:23]=[CH:22][C:21]=2[C:26]([F:29])([F:28])[F:27])[C@H:7]2[CH2:11][CH2:10][N:9](C(OC(C)(C)C)=O)[CH2:8]2)[CH2:4][CH2:3][CH2:2]1.[ClH:31].